Dataset: Reaction yield outcomes from USPTO patents with 853,638 reactions. Task: Predict the reaction yield, written as a fraction of the theoretical maximum amount of product (1.0 means a 100% yield; for example, 0.34 means a 34% yield). The yield is 0.510. The catalyst is C(#N)C. The product is [O:25]=[C:19]1[CH:18]([N:12]2[CH2:11][C:10]3[C:14](=[CH:15][CH:16]=[C:8]([CH2:7][NH:6][C:36]([NH:35][C:32]4[CH:33]=[CH:34][C:29]([S:28][C:27]([F:38])([F:26])[F:39])=[CH:30][CH:31]=4)=[O:37])[CH:9]=3)[C:13]2=[O:17])[CH2:23][CH2:22][C:21](=[O:24])[NH:20]1. The reactants are CS(O)(=O)=O.[NH2:6][CH2:7][C:8]1[CH:9]=[C:10]2[C:14](=[CH:15][CH:16]=1)[C:13](=[O:17])[N:12]([CH:18]1[CH2:23][CH2:22][C:21](=[O:24])[NH:20][C:19]1=[O:25])[CH2:11]2.[F:26][C:27]([F:39])([F:38])[S:28][C:29]1[CH:34]=[CH:33][C:32]([N:35]=[C:36]=[O:37])=[CH:31][CH:30]=1.Cl.